The task is: Predict the reaction yield, written as a fraction of the theoretical maximum amount of product (1.0 means a 100% yield; for example, 0.34 means a 34% yield).. This data is from Reaction yield outcomes from USPTO patents with 853,638 reactions. (1) The reactants are [CH2:1]([N:8]1[CH2:13][CH2:12][C@H:11]([CH3:14])[C@H:10]([NH:15][CH3:16])[CH2:9]1)[C:2]1[CH:7]=[CH:6][CH:5]=[CH:4][CH:3]=1.[ClH:17]. The catalyst is C(O)C. The product is [ClH:17].[CH2:1]([N:8]1[CH2:13][CH2:12][C@H:11]([CH3:14])[C@H:10]([NH:15][CH3:16])[CH2:9]1)[C:2]1[CH:3]=[CH:4][CH:5]=[CH:6][CH:7]=1. The yield is 0.375. (2) The reactants are C=C[C@@H]1[C@@H]2C[C@H]([C@@H:11]([OH:22])[C:12]3C=CN=C4C=CC=CC=34)N(CC2)C1.N1C=CC=CC=1.[CH3:29][NH:30][C:31]([C:33]1[CH:42]=[CH:41][C:40]2[C:35](=[CH:36][CH:37]=[C:38]([C:43]([C:45]3[N:46]=[CH:47][N:48]([C:50]([C:63]4[CH:68]=[CH:67][CH:66]=[CH:65][CH:64]=4)([C:57]4[CH:62]=[CH:61][CH:60]=[CH:59][CH:58]=4)[C:51]4[CH:56]=[CH:55][CH:54]=[CH:53][CH:52]=4)[CH:49]=3)=[O:44])[CH:39]=2)[CH:34]=1)=[O:32].Cl.C[O:71][CH:72]1CCC[CH2:73]1. The catalyst is C(OCC)(=O)C.C1COCC1. The product is [OH:44][C@@:43]([C:38]1[CH:37]=[CH:36][C:35]2[C:40](=[CH:41][CH:42]=[C:33]([C:31]([NH:30][CH3:29])=[O:32])[CH:34]=2)[CH:39]=1)([C:45]1[N:46]=[CH:47][N:48]([C:50]([C:51]2[CH:56]=[CH:55][CH:54]=[CH:53][CH:52]=2)([C:57]2[CH:58]=[CH:59][CH:60]=[CH:61][CH:62]=2)[C:63]2[CH:68]=[CH:67][CH:66]=[CH:65][CH:64]=2)[CH:49]=1)[CH2:73][C:72]([O:22][CH2:11][CH3:12])=[O:71]. The yield is 0.930. (3) The reactants are [OH:1][N:2]=C(OCC)C.C(N(CC)CC)C.[C:15]1([CH3:27])[CH:20]=[C:19]([CH3:21])[CH:18]=[C:17]([CH3:22])[C:16]=1[S:23](Cl)(=[O:25])=[O:24].Cl(O)(=O)(=O)=O. The catalyst is CN(C=O)C.O. The product is [C:15]1([CH3:27])[CH:20]=[C:19]([CH3:21])[CH:18]=[C:17]([CH3:22])[C:16]=1[S:23]([O:1][NH2:2])(=[O:25])=[O:24]. The yield is 0.840. (4) The reactants are Br[CH2:2][CH2:3][CH2:4][CH2:5][C:6]([CH3:16])([CH3:15])[CH2:7][O:8][CH:9]1[CH2:14][CH2:13][CH2:12][CH2:11][O:10]1.[C:17]([O:25][CH2:26][CH3:27])(=[O:24])[CH2:18][C:19]([O:21][CH2:22][CH3:23])=[O:20].[H-].[Na+].[OH2:30]. The catalyst is CS(C)=O.[I-].C([N+](CCCC)(CCCC)CCCC)CCC. The product is [CH2:26]([O:25][C:17](=[O:24])[C:18]([CH2:2][CH2:3][CH2:4][CH2:5][C:6]([CH3:15])([CH3:16])[CH2:7][O:30][CH:11]1[CH2:12][CH2:13][CH2:14][CH2:9][O:10]1)([CH2:2][CH2:3][CH2:4][CH2:5][C:6]([CH3:16])([CH3:15])[CH2:7][O:8][CH:9]1[CH2:14][CH2:13][CH2:12][CH2:11][O:10]1)[C:19]([O:21][CH2:22][CH3:23])=[O:20])[CH3:27]. The yield is 0.820. (5) The reactants are [C:1]([O:9][C@@H:10]1[CH2:18][C@@H:13]2[O:14][C:15](=[O:17])[CH2:16][C@@H:12]2[C@@H:11]1[CH2:19][OH:20])(=[O:8])[C:2]1[CH:7]=[CH:6][CH:5]=[CH:4][CH:3]=1.N1C=CN=C1.[C:26]([Si:30]([C:38]1[CH:43]=[CH:42][CH:41]=[CH:40][CH:39]=1)([C:32]1[CH:37]=[CH:36][CH:35]=[CH:34][CH:33]=1)Cl)([CH3:29])([CH3:28])[CH3:27].[Cl-].[NH4+]. The catalyst is CN(C)C1C=CN=CC=1.C(Cl)Cl. The product is [C:1]([O:9][C@@H:10]1[CH2:18][C@@H:13]2[O:14][C:15](=[O:17])[CH2:16][C@@H:12]2[C@@H:11]1[CH2:19][O:20][Si:30]([C:26]([CH3:29])([CH3:28])[CH3:27])([C:38]1[CH:39]=[CH:40][CH:41]=[CH:42][CH:43]=1)[C:32]1[CH:37]=[CH:36][CH:35]=[CH:34][CH:33]=1)(=[O:8])[C:2]1[CH:3]=[CH:4][CH:5]=[CH:6][CH:7]=1. The yield is 0.830. (6) The reactants are C(O[C:5]12[CH2:14][CH:9]3[CH2:10][CH:11]([CH2:13][C:7]([O:15]CC=C)([CH2:8]3)[CH2:6]1)[CH2:12]2)C=C.ClC1C=CC=C(C(OO)=[O:27])C=1. The catalyst is ClCCl. The product is [C:7]12([OH:15])[CH2:8][CH:9]3[CH2:10][CH:11]([CH2:12][CH:5]([CH2:14]3)[CH:6]1[OH:27])[CH2:13]2. The yield is 0.798. (7) The reactants are [CH:1]([C:3]1[CH:8]=[CH:7][C:6]([C:9]2[CH:10]=[C:11]([CH2:15][N:16]([CH3:25])[C:17](=[O:24])[C:18]3[CH:23]=[CH:22][CH:21]=[CH:20][CH:19]=3)[CH:12]=[N:13][CH:14]=2)=[CH:5][CH:4]=1)=O.[S:26]1[CH2:30][C:29](=[O:31])[NH:28][C:27]1=[O:32]. No catalyst specified. The product is [O:32]=[C:27]1[NH:28][C:29](=[O:31])[C:30](=[CH:1][C:3]2[CH:4]=[CH:5][C:6]([C:9]3[CH:10]=[C:11]([CH2:15][N:16]([CH3:25])[C:17](=[O:24])[C:18]4[CH:19]=[CH:20][CH:21]=[CH:22][CH:23]=4)[CH:12]=[N:13][CH:14]=3)=[CH:7][CH:8]=2)[S:26]1. The yield is 0.600.